Task: Predict which catalyst facilitates the given reaction.. Dataset: Catalyst prediction with 721,799 reactions and 888 catalyst types from USPTO (1) Reactant: [F:1][C:2]1[CH:3]=[CH:4][C:5]([N+:9]([O-:11])=[O:10])=[C:6]([OH:8])[CH:7]=1.C(=O)([O-])[O-].[K+].[K+].[CH2:18](Br)[C:19]1[CH:24]=[CH:23][CH:22]=[CH:21][CH:20]=1. Product: [CH2:18]([O:8][C:6]1[CH:7]=[C:2]([F:1])[CH:3]=[CH:4][C:5]=1[N+:9]([O-:11])=[O:10])[C:19]1[CH:24]=[CH:23][CH:22]=[CH:21][CH:20]=1. The catalyst class is: 9. (2) Reactant: [NH2:1][C:2]1[CH:7]=[CH:6][C:5]([N:8]2[CH:13]=[CH:12][C:11]3[O:14][CH:15]=[CH:16][C:10]=3[C:9]2=[O:17])=[CH:4][CH:3]=1.Cl.Cl[CH2:20][CH2:21][NH:22][CH2:23][CH2:24]Cl.C(=O)([O-])[O-].[K+].[K+]. Product: [N:1]1([C:2]2[CH:3]=[CH:4][C:5]([N:8]3[CH:13]=[CH:12][C:11]4[O:14][CH:15]=[CH:16][C:10]=4[C:9]3=[O:17])=[CH:6][CH:7]=2)[CH2:24][CH2:23][NH:22][CH2:21][CH2:20]1. The catalyst class is: 51. (3) The catalyst class is: 1. Reactant: [CH2:1]([C:5]1[C:6]([CH3:13])=[C:7]([C:10]([OH:12])=[O:11])[S:8][CH:9]=1)[CH:2]([CH3:4])[CH3:3].[Li][CH2:15]CCC.IC. Product: [CH2:13]([C:6]1[C:5]([CH2:1][CH:2]([CH3:4])[CH3:3])=[CH:9][S:8][C:7]=1[C:10]([OH:12])=[O:11])[CH3:15]. (4) Reactant: [CH3:1][N:2]1[CH2:7][CH2:6][N:5]([CH2:8][C:9]2[N:13]3[CH:14]=[C:15]([O:18][C@H:19]4[C:28]5[C:23](=[CH:24][CH:25]=[CH:26][CH:27]=5)[C@@H:22]([NH2:29])[CH2:21][CH2:20]4)[CH:16]=[CH:17][C:12]3=[N:11][N:10]=2)[CH2:4][CH2:3]1.ClC(Cl)(Cl)C[O:33][C:34](=[O:52])[NH:35][C:36]1[N:37]([C:45]2[CH:50]=[CH:49][C:48]([CH3:51])=[CH:47][CH:46]=2)[N:38]=[C:39]([C:41]([CH3:44])([CH3:43])[CH3:42])[CH:40]=1.C(N(C(C)C)CC)(C)C.C(O)=O. Product: [CH:34]([OH:52])=[O:33].[C:41]([C:39]1[CH:40]=[C:36]([NH:35][C:34]([NH:29][C@@H:22]2[C:23]3[C:28](=[CH:27][CH:26]=[CH:25][CH:24]=3)[C@H:19]([O:18][C:15]3[CH:16]=[CH:17][C:12]4[N:13]([C:9]([CH2:8][N:5]5[CH2:4][CH2:3][N:2]([CH3:1])[CH2:7][CH2:6]5)=[N:10][N:11]=4)[CH:14]=3)[CH2:20][CH2:21]2)=[O:33])[N:37]([C:45]2[CH:50]=[CH:49][C:48]([CH3:51])=[CH:47][CH:46]=2)[N:38]=1)([CH3:44])([CH3:42])[CH3:43]. The catalyst class is: 12. (5) Reactant: C(OC([N:8]1[CH2:12][CH2:11][N:10]([CH2:13][C:14]2[CH:19]=[CH:18][C:17]([C:20]([N:22]3[CH2:28][C:27]4([CH3:30])[CH2:29][CH:23]3[CH2:24][C:25]([CH3:32])([CH3:31])[CH2:26]4)=[O:21])=[CH:16][CH:15]=2)[S:9]1(=[O:34])=[O:33])=O)(C)(C)C.C(O)(C(F)(F)F)=O. Product: [O:34]=[S:9]1(=[O:33])[NH:8][CH2:12][CH2:11][N:10]1[CH2:13][C:14]1[CH:19]=[CH:18][C:17]([C:20]([N:22]2[CH2:28][C:27]3([CH3:30])[CH2:29][CH:23]2[CH2:24][C:25]([CH3:32])([CH3:31])[CH2:26]3)=[O:21])=[CH:16][CH:15]=1. The catalyst class is: 2. (6) The catalyst class is: 29. Reactant: C([N:8]1[CH2:13][CH2:12][C@@H:11]([C:14]([O:16][CH2:17][CH3:18])=[O:15])[C@H:10]([O:19][Si:20]([C:33]([CH3:36])([CH3:35])[CH3:34])([C:27]2[CH:32]=[CH:31][CH:30]=[CH:29][CH:28]=2)[C:21]2[CH:26]=[CH:25][CH:24]=[CH:23][CH:22]=2)[CH2:9]1)C1C=CC=CC=1.CC(O)=O. Product: [Si:20]([O:19][C@H:10]1[C@H:11]([C:14]([O:16][CH2:17][CH3:18])=[O:15])[CH2:12][CH2:13][NH:8][CH2:9]1)([C:33]([CH3:34])([CH3:35])[CH3:36])([C:27]1[CH:32]=[CH:31][CH:30]=[CH:29][CH:28]=1)[C:21]1[CH:26]=[CH:25][CH:24]=[CH:23][CH:22]=1. (7) Reactant: FC(F)(F)C(O)=O.[CH:8]1([C:11]([CH:32]2[CH2:34][CH2:33]2)(O)[C:12]#[C:13][C:14]2[CH:23]=[CH:22][C:17]([C:18]([O:20][CH3:21])=[O:19])=[CH:16][C:15]=2[O:24][CH2:25][CH2:26][C:27]([F:30])([F:29])[F:28])[CH2:10][CH2:9]1.C([SiH](CC)CC)C.C(=O)([O-])[O-].[Na+].[Na+]. Product: [CH:8]1([CH:11]([CH:32]2[CH2:34][CH2:33]2)[C:12]#[C:13][C:14]2[CH:23]=[CH:22][C:17]([C:18]([O:20][CH3:21])=[O:19])=[CH:16][C:15]=2[O:24][CH2:25][CH2:26][C:27]([F:28])([F:29])[F:30])[CH2:10][CH2:9]1. The catalyst class is: 46.